Dataset: Forward reaction prediction with 1.9M reactions from USPTO patents (1976-2016). Task: Predict the product of the given reaction. (1) Given the reactants [ClH:1].[N:2]12[CH2:9][CH2:8][CH:5]([CH2:6][CH2:7]1)[C@@H:4]([NH:10][C:11]([C:13]1[O:14][C:15]3[C:21]([C:22]4[CH:23]=[C:24]([CH:28]=[CH:29][CH:30]=4)[C:25](O)=[O:26])=[CH:20][CH:19]=[CH:18][C:16]=3[CH:17]=1)=[O:12])[CH2:3]2.[CH3:31][O:32][CH2:33][CH2:34][NH:35][CH3:36], predict the reaction product. The product is: [ClH:1].[N:2]12[CH2:9][CH2:8][CH:5]([CH2:6][CH2:7]1)[C@@H:4]([NH:10][C:11]([C:13]1[O:14][C:15]3[C:21]([C:22]4[CH:30]=[CH:29][CH:28]=[C:24]([C:25]([N:35]([CH2:34][CH2:33][O:32][CH3:31])[CH3:36])=[O:26])[CH:23]=4)=[CH:20][CH:19]=[CH:18][C:16]=3[CH:17]=1)=[O:12])[CH2:3]2. (2) Given the reactants [CH3:1][C:2]1[CH:3]=[C:4]([CH2:20][C:21]#[N:22])[CH:5]=[C:6]([CH3:19])[C:7]=1[O:8][C:9]1[CH:14]=[CH:13][C:12]([OH:15])=[C:11]([CH:16]([CH3:18])[CH3:17])[CH:10]=1.[Cl-].[NH4+].[N-:25]=[N+:26]=[N-:27].[Na+], predict the reaction product. The product is: [CH3:1][C:2]1[CH:3]=[C:4]([CH:5]=[C:6]([CH3:19])[C:7]=1[O:8][C:9]1[CH:14]=[CH:13][C:12]([OH:15])=[C:11]([CH:16]([CH3:18])[CH3:17])[CH:10]=1)[CH2:20][C:21]1[NH:27][N:26]=[N:25][N:22]=1. (3) The product is: [Br:1][C:2]1[CH:9]=[CH:8][C:5]([CH2:6][N:11]([CH2:12][CH2:13][OH:14])[C:22](=[O:23])[O:21][C:17]([CH3:20])([CH3:19])[CH3:18])=[C:4]([OH:10])[CH:3]=1. Given the reactants [Br:1][C:2]1[CH:9]=[CH:8][C:5]([CH:6]=O)=[C:4]([OH:10])[CH:3]=1.[NH2:11][CH2:12][CH2:13][OH:14].[BH4-].[Na+].[C:17]([O:21][C:22](O[C:22]([O:21][C:17]([CH3:20])([CH3:19])[CH3:18])=[O:23])=[O:23])([CH3:20])([CH3:19])[CH3:18], predict the reaction product. (4) Given the reactants [CH3:1][C:2]1[C:7]([CH3:8])=[CH:6][C:5]2[N:9]([C@H:12]3[O:16][C@H:15]([CH2:17][OH:18])[C@@H:14]([O:19][P:20]([O:23][C@@H:24]([CH2:26][NH:27][C:28]([CH2:30][CH2:31][C@@:32]4([CH3:89])[C:48]5=[N:49][C@@H:34]([C@:35]6([CH3:84])[N-:73][C:38](=[C:39]([CH3:72])[C:40]7[C@:61]([CH2:63][C:64]([NH2:66])=[O:65])([CH3:62])[C@H:60]([CH2:67][CH2:68][C:69]([NH2:71])=[O:70])[C:42](=[CH:43][C:44]8[C:52]([CH3:54])([CH3:53])[C@H:51]([CH2:55][CH2:56][C:57]([NH2:59])=[O:58])[C:46](=[C:47]5[CH3:50])[N:45]=8)[N:41]=7)[C@@H:37]([CH2:74][CH2:75][C:76]([NH2:78])=[O:77])[C@@:36]6([CH2:80][C:81]([NH2:83])=[O:82])[CH3:79])[C@@H:33]4[CH2:85][C:86]([NH2:88])=[O:87])=[O:29])[CH3:25])([O-:22])=[O:21])[C@H:13]3[OH:90])[CH:10]=[N:11][C:4]=2[CH:3]=1.[C-]#N.[Co+3].[Br-].C[S+](C)C.O.O.O.O.O.O.[Co:105](Cl)Cl.[BH4-].[Na+].[OH-].[Na+], predict the reaction product. The product is: [CH3-:1].[CH3:1][C:2]1[C:7]([CH3:8])=[CH:6][C:5]2[N:9]([C@H:12]3[O:16][C@H:15]([CH2:17][OH:18])[C@@H:14]([O:19][P:20]([O:23][CH:24]([CH2:26][NH:27][C:28]([CH2:30][CH2:31][C@@:32]4([CH3:89])[C:48]5=[N:49][C@@H:34]([C@:35]6([CH3:84])[N-:73][C:38](=[C:39]([CH3:72])[C:40]7[C@:61]([CH2:63][C:64]([NH2:66])=[O:65])([CH3:62])[C@H:60]([CH2:67][CH2:68][C:69]([NH2:71])=[O:70])[C:42](=[CH:43][C:44]8[C:52]([CH3:54])([CH3:53])[C@H:51]([CH2:55][CH2:56][C:57]([NH2:59])=[O:58])[C:46](=[C:47]5[CH3:50])[N:45]=8)[N:41]=7)[C@@H:37]([CH2:74][CH2:75][C:76]([NH2:78])=[O:77])[C@@:36]6([CH2:80][C:81]([NH2:83])=[O:82])[CH3:79])[C@@H:33]4[CH2:85][C:86]([NH2:88])=[O:87])=[O:29])[CH3:25])([O-:22])=[O:21])[C@H:13]3[OH:90])[CH:10]=[N:11][C:4]=2[CH:3]=1.[Co+3:105]. (5) Given the reactants Br[CH2:2][C:3](=O)[CH2:4][C@@H:5]1[CH2:10][CH2:9][CH2:8][CH2:7][N:6]1[C:11]([O:13][C:14]([CH3:17])([CH3:16])[CH3:15])=[O:12].[CH3:19][C:20]1[CH:25]=[CH:24][N:23]=[C:22]([NH2:26])[N:21]=1, predict the reaction product. The product is: [CH3:19][C:20]1[CH:25]=[CH:24][N:23]2[CH:2]=[C:3]([CH2:4][C@@H:5]3[CH2:10][CH2:9][CH2:8][CH2:7][N:6]3[C:11]([O:13][C:14]([CH3:17])([CH3:16])[CH3:15])=[O:12])[N:26]=[C:22]2[N:21]=1. (6) Given the reactants [C:1]([O:5][CH3:6])(=[O:4])[CH2:2][OH:3].C([O-])([O-])=O.[K+].[K+].[CH2:13](O)[CH:14]=[CH:15]C, predict the reaction product. The product is: [C:1]([O:5][CH2:6][CH:13]=[CH:14][CH3:15])(=[O:4])[CH2:2][OH:3]. (7) Given the reactants [CH2:1]([NH:8][C:9](=O)[CH:10]([NH:17][S:18]([C:21]1[C:30]2[C:25](=[CH:26][CH:27]=[CH:28][CH:29]=2)[C:24]([CH3:31])=[CH:23][CH:22]=1)(=[O:20])=[O:19])[CH2:11][C:12]1[N:13]=[CH:14][NH:15][CH:16]=1)[C:2]1[CH:7]=[CH:6][CH:5]=[CH:4][CH:3]=1.C(O)(=O)C, predict the reaction product. The product is: [CH2:1]([NH:8][CH2:9][C@@H:10]([NH:17][S:18]([C:21]1[C:30]2[C:25](=[CH:26][CH:27]=[CH:28][CH:29]=2)[C:24]([CH3:31])=[CH:23][CH:22]=1)(=[O:20])=[O:19])[CH2:11][C:12]1[N:13]=[CH:14][NH:15][CH:16]=1)[C:2]1[CH:7]=[CH:6][CH:5]=[CH:4][CH:3]=1. (8) Given the reactants [CH3:1][O:2][CH2:3][C:4]([NH:6][C:7]1[CH:12]=[C:11]([O:13][C:14]2[CH:19]=[CH:18][C:17]([N+:20]([O-])=O)=[CH:16][C:15]=2[CH3:23])[CH:10]=[CH:9][N:8]=1)=[O:5].[H][H], predict the reaction product. The product is: [NH2:20][C:17]1[CH:18]=[CH:19][C:14]([O:13][C:11]2[CH:10]=[CH:9][N:8]=[C:7]([NH:6][C:4](=[O:5])[CH2:3][O:2][CH3:1])[CH:12]=2)=[C:15]([CH3:23])[CH:16]=1. (9) Given the reactants [C:1]([O:5][C:6]([N:8]1[CH2:13][CH2:12][N:11]([C:14]2[N:22]([C:23]3[CH:28]=[CH:27][CH:26]=[CH:25][C:24]=3[Cl:29])[C:21]3[C:20](=[O:30])[N:19]([CH2:31][O:32][C:33](=[O:38])[C:34]([CH3:37])([CH3:36])[CH3:35])[C:18](=[O:39])[N:17](COC(=O)C(C)(C)C)[C:16]=3[N:15]=2)[CH2:10][CH2:9]1)=[O:7])([CH3:4])([CH3:3])[CH3:2].N12CCCN=C1CCCCC2.Cl, predict the reaction product. The product is: [C:1]([O:5][C:6]([N:8]1[CH2:13][CH2:12][N:11]([C:14]2[N:22]([C:23]3[CH:28]=[CH:27][CH:26]=[CH:25][C:24]=3[Cl:29])[C:21]3[C:20](=[O:30])[N:19]([CH2:31][O:32][C:33](=[O:38])[C:34]([CH3:37])([CH3:36])[CH3:35])[C:18](=[O:39])[NH:17][C:16]=3[N:15]=2)[CH2:10][CH2:9]1)=[O:7])([CH3:4])([CH3:2])[CH3:3]. (10) Given the reactants Cl[C:2]1[C:7]([NH:8][C:9](=[O:15])OC(C)(C)C)=[CH:6][CH:5]=[CH:4][N:3]=1.Cl.[CH2:17]([O:24][C:25]1[CH:31]=[CH:30][C:28]([NH2:29])=[CH:27][CH:26]=1)[C:18]1[CH:23]=[CH:22][CH:21]=[CH:20][CH:19]=1.CC1(C)C2C=CC=C(P(C3C=CC=CC=3)C3C=CC=CC=3)C=2OC2C1=CC=CC=2P(C1C=CC=CC=1)C1C=CC=CC=1.CC(C)([O-])C.[Na+], predict the reaction product. The product is: [CH2:17]([O:24][C:25]1[CH:26]=[CH:27][C:28]([N:29]2[C:2]3=[N:3][CH:4]=[CH:5][CH:6]=[C:7]3[NH:8][C:9]2=[O:15])=[CH:30][CH:31]=1)[C:18]1[CH:19]=[CH:20][CH:21]=[CH:22][CH:23]=1.